Dataset: Full USPTO retrosynthesis dataset with 1.9M reactions from patents (1976-2016). Task: Predict the reactants needed to synthesize the given product. (1) Given the product [CH3:24][C:16]1[CH:17]=[CH:18][C:19]([N+:21]([O-:23])=[O:22])=[CH:20][C:15]=1[NH:14][C:2]1[N:7]=[C:6]([C:8]2[CH:9]=[N:10][CH:11]=[CH:12][CH:13]=2)[CH:5]=[CH:4][N:3]=1, predict the reactants needed to synthesize it. The reactants are: Cl[C:2]1[N:7]=[C:6]([C:8]2[CH:9]=[N:10][CH:11]=[CH:12][CH:13]=2)[CH:5]=[CH:4][N:3]=1.[NH2:14][C:15]1[CH:20]=[C:19]([N+:21]([O-:23])=[O:22])[CH:18]=[CH:17][C:16]=1[CH3:24]. (2) Given the product [F:2][C:3]1[CH:4]=[C:5]2[C:10](=[CH:11][CH:12]=1)[N:9]=[CH:8][C:7]([CH:13]([NH2:1])[CH3:14])=[C:6]2[C:16]1[CH:21]=[CH:20][CH:19]=[CH:18][N:17]=1, predict the reactants needed to synthesize it. The reactants are: [NH3:1].[F:2][C:3]1[CH:4]=[C:5]2[C:10](=[CH:11][CH:12]=1)[N:9]=[CH:8][C:7]([C:13](=O)[CH3:14])=[C:6]2[C:16]1[CH:21]=[CH:20][CH:19]=[CH:18][N:17]=1.[BH4-].[Na+].[NH4+].[OH-].